This data is from Forward reaction prediction with 1.9M reactions from USPTO patents (1976-2016). The task is: Predict the product of the given reaction. Given the reactants [Cl:1][CH2:2][CH2:3][N:4]([CH2:24][CH2:25][Cl:26])[C:5]1[CH:10]=[CH:9][C:8]([NH:11][C:12]([NH:14][C:15]2[CH:20]=[CH:19][CH:18]=[C:17]([N+:21]([O-])=O)[CH:16]=2)=[O:13])=[CH:7][CH:6]=1, predict the reaction product. The product is: [NH2:21][C:17]1[CH:16]=[C:15]([NH:14][C:12]([NH:11][C:8]2[CH:9]=[CH:10][C:5]([N:4]([CH2:3][CH2:2][Cl:1])[CH2:24][CH2:25][Cl:26])=[CH:6][CH:7]=2)=[O:13])[CH:20]=[CH:19][CH:18]=1.